From a dataset of Forward reaction prediction with 1.9M reactions from USPTO patents (1976-2016). Predict the product of the given reaction. The product is: [NH2:30][C:26]1[O:15][C:16]2[C:24]([CH:6]([C:5]3[CH:4]=[C:3]([O:2][CH3:1])[C:10]([O:11][CH3:12])=[C:9]([O:13][CH3:14])[CH:8]=3)[C:27]=1[C:28]#[N:29])=[CH:23][CH:22]=[C:21]1[N:20]([CH3:25])[CH:19]=[CH:18][C:17]=21. Given the reactants [CH3:1][O:2][C:3]1[CH:4]=[C:5]([CH:8]=[C:9]([O:13][CH3:14])[C:10]=1[O:11][CH3:12])[CH:6]=O.[OH:15][C:16]1[CH:24]=[CH:23][CH:22]=[C:21]2[C:17]=1[CH:18]=[CH:19][N:20]2[CH3:25].[C:26](#[N:30])[CH2:27][C:28]#[N:29].N1CCCCC1, predict the reaction product.